Task: Predict the reactants needed to synthesize the given product.. Dataset: Full USPTO retrosynthesis dataset with 1.9M reactions from patents (1976-2016) (1) Given the product [Cl:1][C:2]1[CH:7]=[CH:6][CH:5]=[C:4]([CH3:8])[C:3]=1[NH:9][C:10]1[NH:11][C:12]2[C:18]3[CH2:19][C:20]([CH3:23])([CH3:22])[O:21][C:17]=3[C:16]([C:24]([NH:31][C:30]3[CH:32]=[CH:33][CH:34]=[C:35]([C:36]([F:37])([F:38])[F:39])[C:29]=3[F:28])=[O:25])=[CH:15][C:13]=2[N:14]=1, predict the reactants needed to synthesize it. The reactants are: [Cl:1][C:2]1[CH:7]=[CH:6][CH:5]=[C:4]([CH3:8])[C:3]=1[NH:9][C:10]1[NH:11][C:12]2[C:18]3[CH2:19][C:20]([CH3:23])([CH3:22])[O:21][C:17]=3[C:16]([C:24](OC)=[O:25])=[CH:15][C:13]=2[N:14]=1.[F:28][C:29]1[C:35]([C:36]([F:39])([F:38])[F:37])=[CH:34][CH:33]=[CH:32][C:30]=1[NH2:31].C[Al](C)C. (2) Given the product [F:1][C:2]1[CH:3]=[C:4]([CH:10]2[CH2:14][CH2:13][O:12][CH2:11]2)[C:5]([OH:9])=[C:6]([CH3:8])[CH:7]=1, predict the reactants needed to synthesize it. The reactants are: [F:1][C:2]1[CH:7]=[C:6]([CH3:8])[C:5]([OH:9])=[C:4]([C:10]2[CH:14]=[CH:13][O:12][CH:11]=2)[CH:3]=1. (3) Given the product [ClH:19].[N:1]1[CH:6]=[CH:5][C:4]([NH:7][C:8]2[CH:16]=[CH:15][C:11]([C:12]([Cl:19])=[O:13])=[CH:10][CH:9]=2)=[N:3][CH:2]=1, predict the reactants needed to synthesize it. The reactants are: [N:1]1[CH:6]=[CH:5][C:4]([NH:7][C:8]2[CH:16]=[CH:15][C:11]([C:12](O)=[O:13])=[CH:10][CH:9]=2)=[N:3][CH:2]=1.S(Cl)([Cl:19])=O. (4) The reactants are: [F:1][C:2]([F:14])([C:7]1[CH:8]=[C:9]([OH:13])[CH:10]=[CH:11][CH:12]=1)[C:3]([F:6])([F:5])[F:4].C(N(CC)CC)C.[F:22][C:23]([F:36])([F:35])[S:24](O[S:24]([C:23]([F:36])([F:35])[F:22])(=[O:26])=[O:25])(=[O:26])=[O:25]. Given the product [F:1][C:2]([F:14])([C:7]1[CH:8]=[C:9]([O:13][S:24]([C:23]([F:36])([F:35])[F:22])(=[O:26])=[O:25])[CH:10]=[CH:11][CH:12]=1)[C:3]([F:5])([F:4])[F:6], predict the reactants needed to synthesize it. (5) Given the product [Cl:1][C:2]1[C:18]([F:19])=[CH:17][C:5]([C:6]2[N:26]=[CH:14][C:10]3[S:11][CH:12]=[CH:13][C:9]=3[N:8]=2)=[C:4]([F:20])[CH:3]=1, predict the reactants needed to synthesize it. The reactants are: [Cl:1][C:2]1[C:18]([F:19])=[CH:17][C:5]([C:6]([NH:8][C:9]2[CH:13]=[CH:12][S:11][C:10]=2[C:14](O)=O)=O)=[C:4]([F:20])[CH:3]=1.S(Cl)(Cl)=O.C[N:26](C=O)C. (6) Given the product [C:28]1([NH:34][C:35]([N:7]2[CH2:6][CH2:5][C:4]([NH:10][C:11]([CH:13]([NH:19][C:20]([N:22]3[CH2:23][CH2:24][O:25][CH2:26][CH2:27]3)=[O:21])[CH2:14][C:15]([CH3:18])([CH3:17])[CH3:16])=[O:12])([C:2]#[N:3])[CH2:9][CH2:8]2)=[O:36])[CH:33]=[CH:32][CH:31]=[CH:30][CH:29]=1, predict the reactants needed to synthesize it. The reactants are: Cl.[C:2]([C:4]1([NH:10][C:11]([CH:13]([NH:19][C:20]([N:22]2[CH2:27][CH2:26][O:25][CH2:24][CH2:23]2)=[O:21])[CH2:14][C:15]([CH3:18])([CH3:17])[CH3:16])=[O:12])[CH2:9][CH2:8][NH:7][CH2:6][CH2:5]1)#[N:3].[C:28]1([N:34]=[C:35]=[O:36])[CH:33]=[CH:32][CH:31]=[CH:30][CH:29]=1.CN1CCOCC1.